Dataset: Catalyst prediction with 721,799 reactions and 888 catalyst types from USPTO. Task: Predict which catalyst facilitates the given reaction. (1) Reactant: [F:1][C:2]1[CH:3]=[CH:4][C:5]([O:18][C:19]([F:22])([F:21])[F:20])=[C:6]2[C:10]=1[N:9]([CH2:11][CH2:12][O:13][CH3:14])[CH:8]=[C:7]2[C:15](O)=[O:16].CCN(CC)CC.Cl.[F:31][C:32]([F:51])([F:50])[C:33]([NH:35][CH2:36][C:37]1[CH:42]=[CH:41][C:40]([F:43])=[C:39]([CH:44]2[CH2:49][CH2:48][NH:47][CH2:46][CH2:45]2)[CH:38]=1)=[O:34].CCN=C=NCCCN(C)C. Product: [F:51][C:32]([F:50])([F:31])[C:33]([NH:35][CH2:36][C:37]1[CH:42]=[CH:41][C:40]([F:43])=[C:39]([CH:44]2[CH2:49][CH2:48][N:47]([C:15]([C:7]3[C:6]4[C:10](=[C:2]([F:1])[CH:3]=[CH:4][C:5]=4[O:18][C:19]([F:22])([F:20])[F:21])[N:9]([CH2:11][CH2:12][O:13][CH3:14])[CH:8]=3)=[O:16])[CH2:46][CH2:45]2)[CH:38]=1)=[O:34]. The catalyst class is: 2. (2) Reactant: [CH2:1]([O:8][C:9]1[CH:18]=[CH:17][C:16]2[C:11](=[CH:12][CH:13]=[C:14]([O:19][CH3:20])[CH:15]=2)[C:10]=1Br)[C:2]1[CH:7]=[CH:6][CH:5]=[CH:4][CH:3]=1.[N:22]1([CH2:28][CH2:29][O:30][C:31]2[CH:36]=[CH:35][C:34]([OH:37])=[CH:33][CH:32]=2)[CH2:27][CH2:26][CH2:25][CH2:24][CH2:23]1.C(=O)([O-])[O-].[Cs+].[Cs+].C(OCC)(=O)C. Product: [CH2:1]([O:8][C:9]1[CH:18]=[CH:17][C:16]2[C:11](=[CH:12][CH:13]=[C:14]([O:19][CH3:20])[CH:15]=2)[C:10]=1[O:37][C:34]1[CH:33]=[CH:32][C:31]([O:30][CH2:29][CH2:28][N:22]2[CH2:27][CH2:26][CH2:25][CH2:24][CH2:23]2)=[CH:36][CH:35]=1)[C:2]1[CH:7]=[CH:6][CH:5]=[CH:4][CH:3]=1. The catalyst class is: 11. (3) Reactant: [C:1](Cl)(=[O:8])[C:2]1[CH:7]=[CH:6][CH:5]=[CH:4][CH:3]=1.[NH2:10][CH2:11][CH2:12][CH2:13][CH2:14][OH:15].C(N(CC)CC)C.C(=O)([O-])[O-].[Na+].[Na+]. Product: [OH:15][CH2:14][CH2:13][CH2:12][CH2:11][NH:10][C:1](=[O:8])[C:2]1[CH:7]=[CH:6][CH:5]=[CH:4][CH:3]=1. The catalyst class is: 4. (4) Reactant: [Cl:1][C:2]1[CH:3]=[C:4]([C:25](O)=[O:26])[CH:5]=[N:6][C:7]=1[N:8]1[CH2:13][CH2:12][CH:11]([N:14]2[C:19]3[CH:20]=[CH:21][CH:22]=[CH:23][C:18]=3[CH2:17][O:16][C:15]2=[O:24])[CH2:10][CH2:9]1.C(Cl)(=O)C(Cl)=O.C[N:35](C)[CH:36]=[O:37].C([N:42](CC)[CH:43]([CH3:45])C)(C)C.C[N:49]1CCCC1=O. Product: [NH2:35][C:36](=[O:37])[CH:45]([NH:49][C:25]([C:4]1[CH:5]=[N:6][C:7]([N:8]2[CH2:13][CH2:12][CH:11]([N:14]3[C:19]4[CH:20]=[CH:21][CH:22]=[CH:23][C:18]=4[CH2:17][O:16][C:15]3=[O:24])[CH2:10][CH2:9]2)=[C:2]([Cl:1])[CH:3]=1)=[O:26])[C:43]#[N:42]. The catalyst class is: 4. (5) Reactant: [CH2:1]([O:3][C:4]([C:6]1[O:7][C:8]2[CH:14]=[C:13]([OH:15])[CH:12]=[CH:11][C:9]=2[CH:10]=1)=[O:5])[CH3:2].[H-].[Na+].Br[CH2:19][C:20]#[C:21][CH3:22].O. Product: [CH2:1]([O:3][C:4]([C:6]1[O:7][C:8]2[CH:14]=[C:13]([O:15][CH2:19][C:20]#[C:21][CH3:22])[CH:12]=[CH:11][C:9]=2[CH:10]=1)=[O:5])[CH3:2]. The catalyst class is: 213.